Task: Predict the reactants needed to synthesize the given product.. Dataset: Full USPTO retrosynthesis dataset with 1.9M reactions from patents (1976-2016) (1) Given the product [CH3:1][C:2]1[CH:18]=[C:17]([CH3:19])[CH:16]=[CH:15][C:3]=1[C:4]([C:6]1[CH:14]=[CH:13][CH:12]=[CH:11][C:7]=1[C:8]([N:25]([CH3:24])[CH2:26][C:27]([O:29][CH3:30])=[O:28])=[O:10])=[O:5], predict the reactants needed to synthesize it. The reactants are: [CH3:1][C:2]1[CH:18]=[C:17]([CH3:19])[CH:16]=[CH:15][C:3]=1[C:4]([C:6]1[CH:14]=[CH:13][CH:12]=[CH:11][C:7]=1[C:8]([OH:10])=O)=[O:5].S(Cl)(Cl)=O.[CH3:24][NH:25][CH2:26][C:27]([O:29][CH3:30])=[O:28].CCN(C(C)C)C(C)C. (2) Given the product [F:9][C:10]1[C:16]([O:6][CH2:5][CH2:4][CH2:3][O:2][CH3:1])=[CH:15][C:13]([NH2:14])=[C:12]([N+:18]([O-:20])=[O:19])[CH:11]=1, predict the reactants needed to synthesize it. The reactants are: [CH3:1][O:2][CH2:3][CH2:4][CH2:5][OH:6].[H-].[Na+].[F:9][C:10]1[C:16](F)=[CH:15][C:13]([NH2:14])=[C:12]([N+:18]([O-:20])=[O:19])[CH:11]=1.O. (3) Given the product [NH:17]([S:14]([C:6]1[CH:7]=[CH:8][C:9]([O:12][CH3:13])=[C:10]2[C:5]=1[O:4][CH2:3][C@H:2]([NH:1][C:32](=[O:33])[O:34][CH2:35][CH3:36])[CH2:11]2)(=[O:15])=[O:16])[C:18]1[CH:19]=[CH:20][CH:21]=[CH:22][CH:23]=1, predict the reactants needed to synthesize it. The reactants are: [NH2:1][C@@H:2]1[CH2:11][C:10]2[C:5](=[C:6]([S:14]([NH:17][C:18]3[CH:23]=[CH:22][CH:21]=[CH:20][CH:19]=3)(=[O:16])=[O:15])[CH:7]=[CH:8][C:9]=2[O:12][CH3:13])[O:4][CH2:3]1.C(N(CC)CC)C.Cl[C:32]([O:34][CH2:35][CH3:36])=[O:33]. (4) Given the product [OH:4][CH2:3][CH2:2][NH:1][C:9]1[N:10]=[CH:11][C:12]2[C:17]([C:18]3[CH:19]=[CH:20][CH:21]=[CH:22][CH:23]=3)=[C:16]([C:24]3[CH:29]=[CH:28][C:27]([C:30]4([NH:34][C:35](=[O:41])[O:36][C:37]([CH3:39])([CH3:38])[CH3:40])[CH2:31][CH2:32][CH2:33]4)=[CH:26][CH:25]=3)[O:15][C:13]=2[N:14]=1, predict the reactants needed to synthesize it. The reactants are: [NH2:1][CH2:2][CH2:3][OH:4].CS([C:9]1[N:10]=[CH:11][C:12]2[C:17]([C:18]3[CH:23]=[CH:22][CH:21]=[CH:20][CH:19]=3)=[C:16]([C:24]3[CH:29]=[CH:28][C:27]([C:30]4([NH:34][C:35](=[O:41])[O:36][C:37]([CH3:40])([CH3:39])[CH3:38])[CH2:33][CH2:32][CH2:31]4)=[CH:26][CH:25]=3)[O:15][C:13]=2[N:14]=1)(=O)=O. (5) Given the product [CH2:25]([O:31][C:32]([NH:34][C@@H:35]([C:39]([CH3:42])([CH3:41])[CH3:40])[C:36]([N:57]1[CH2:58][C@:54]([O:53][CH3:52])([C:63]2[CH:64]=[CH:65][C:66]([C:69]3[CH:74]=[CH:73][CH:72]=[CH:71][C:70]=3[CH:75]=[CH2:76])=[CH:67][CH:68]=2)[CH2:55][C@H:56]1[C:59]([O:61][CH3:62])=[O:60])=[O:38])=[O:33])[CH2:26][CH2:27][CH2:28][CH:29]=[CH2:30], predict the reactants needed to synthesize it. The reactants are: CN(C(ON1N=NC2C=CC=NC1=2)=[N+](C)C)C.F[P-](F)(F)(F)(F)F.[CH2:25]([O:31][C:32]([NH:34][C@@H:35]([C:39]([CH3:42])([CH3:41])[CH3:40])[C:36]([OH:38])=O)=[O:33])[CH2:26][CH2:27][CH2:28][CH:29]=[CH2:30].CCN(C(C)C)C(C)C.[CH3:52][O:53][C@:54]1([C:63]2[CH:68]=[CH:67][C:66]([C:69]3[CH:74]=[CH:73][CH:72]=[CH:71][C:70]=3[CH:75]=[CH2:76])=[CH:65][CH:64]=2)[CH2:58][NH:57][C@H:56]([C:59]([O:61][CH3:62])=[O:60])[CH2:55]1.